Task: Predict the reaction yield, written as a fraction of the theoretical maximum amount of product (1.0 means a 100% yield; for example, 0.34 means a 34% yield).. Dataset: Reaction yield outcomes from USPTO patents with 853,638 reactions (1) The reactants are C(O[C:4](=[O:11])[C:5]1[CH:10]=[CH:9][N:8]=[CH:7][CH:6]=1)C.[CH:12]1([NH2:15])[CH2:14][CH2:13]1. No catalyst specified. The product is [CH:12]1([NH:15][C:4](=[O:11])[C:5]2[CH:6]=[CH:7][N:8]=[CH:9][CH:10]=2)[CH2:14][CH2:13]1. The yield is 0.500. (2) The reactants are [C:1]1([CH3:15])[CH:6]=[CH:5][CH:4]=[C:3]([N:7]2[N:11]=[N:10][C:9]([C:12]([OH:14])=O)=[N:8]2)[CH:2]=1.Cl.CN(C)CCCN=C=NCC.O.ON1C2C=CC=CC=2N=N1.[CH3:39][N:40]1[C:44]([NH:45][CH3:46])=[N:43][N:42]=[C:41]1[C:47]1[CH:52]=[N:51][NH:50][C:49](=[O:53])[CH:48]=1. The catalyst is CN(C=O)C. The product is [CH3:46][N:45]([C:44]1[N:40]([CH3:39])[C:41]([C:47]2[CH:52]=[N:51][NH:50][C:49](=[O:53])[CH:48]=2)=[N:42][N:43]=1)[C:12]([C:9]1[N:10]=[N:11][N:7]([C:3]2[CH:4]=[CH:5][CH:6]=[C:1]([CH3:15])[CH:2]=2)[N:8]=1)=[O:14]. The yield is 0.0400. (3) The reactants are [CH3:1][N:2]1[C:6]([C:7]([OH:9])=O)=[CH:5][N:4]=[CH:3]1.C(C1NC=CN=1)(C1NC=CN=1)=O.C(N(CC)CC)C.Cl.[NH2:30][CH2:31][C:32]1[CH:40]=[CH:39][CH:38]=[C:37]2[C:33]=1[C:34](=[O:50])[N:35]([CH:42]1[CH2:47][CH2:46][C:45](=[O:48])[NH:44][C:43]1=[O:49])[C:36]2=[O:41]. The catalyst is CN(C=O)C. The product is [O:49]=[C:43]1[CH:42]([N:35]2[C:34](=[O:50])[C:33]3[C:37](=[CH:38][CH:39]=[CH:40][C:32]=3[CH2:31][NH:30][C:7]([C:6]3[N:2]([CH3:1])[CH:3]=[N:4][CH:5]=3)=[O:9])[C:36]2=[O:41])[CH2:47][CH2:46][C:45](=[O:48])[NH:44]1. The yield is 0.280. (4) The reactants are [CH3:1][N:2]([CH:10]1[CH2:15][CH2:14][CH:13]([O:16][C:17]2[C:28]3[C:27]4[C@@H:26]([CH2:29]C=O)[CH2:25][CH2:24][C:23]=4[S:22][C:21]=3[N:20]=[CH:19][N:18]=2)[CH2:12][CH2:11]1)[C:3](=[O:9])[O:4][C:5]([CH3:8])([CH3:7])[CH3:6].CO[CH:34]([O:37][CH3:38])[O:35][CH3:36].CC1C=CC(S(O)(=O)=O)=CC=1. The catalyst is CO. The product is [CH3:38][O:37][CH:34]([O:35][CH3:36])[CH2:29][C@H:26]1[CH2:25][CH2:24][C:23]2[S:22][C:21]3[N:20]=[CH:19][N:18]=[C:17]([O:16][CH:13]4[CH2:12][CH2:11][CH:10]([N:2]([CH3:1])[C:3](=[O:9])[O:4][C:5]([CH3:7])([CH3:6])[CH3:8])[CH2:15][CH2:14]4)[C:28]=3[C:27]1=2. The yield is 0.930. (5) The reactants are C[N:2](C)[CH:3]=[CH:4][C:5]([C:7]1[C:12](=[O:13])[CH:11]=[CH:10][N:9]([C:14]2[CH:19]=[CH:18][C:17]([N:20]3[CH2:25][CH2:24][CH2:23][CH2:22][CH2:21]3)=[CH:16][CH:15]=2)[N:8]=1)=O.[C:27]1([NH:33]N)[CH:32]=[CH:31][CH:30]=[CH:29][CH:28]=1. The catalyst is CO. The product is [C:27]1([N:33]2[C:5]([C:7]3[C:12](=[O:13])[CH:11]=[CH:10][N:9]([C:14]4[CH:15]=[CH:16][C:17]([N:20]5[CH2:21][CH2:22][CH2:23][CH2:24][CH2:25]5)=[CH:18][CH:19]=4)[N:8]=3)=[CH:4][CH:3]=[N:2]2)[CH:32]=[CH:31][CH:30]=[CH:29][CH:28]=1. The yield is 0.0400. (6) The yield is 0.590. The reactants are C([O:8][C:9]1[CH:14]=[C:13]([O:15]CC2C=CC=CC=2)[C:12]([CH:23]([CH3:25])[CH3:24])=[CH:11][C:10]=1[C:26]1[N:27]([C:32]2[CH:37]=[CH:36][C:35]([N:38]3[CH2:43][CH2:42][O:41][CH2:40][CH2:39]3)=[CH:34][CH:33]=2)[C:28]([OH:31])=[N:29][N:30]=1)C1C=CC=CC=1.C(O)(=O)C.CN(C)C=O. The catalyst is CO.[C].[Pd]. The product is [OH:31][C:28]1[N:27]([C:32]2[CH:33]=[CH:34][C:35]([N:38]3[CH2:43][CH2:42][O:41][CH2:40][CH2:39]3)=[CH:36][CH:37]=2)[C:26]([C:10]2[CH:11]=[C:12]([CH:23]([CH3:25])[CH3:24])[C:13]([OH:15])=[CH:14][C:9]=2[OH:8])=[N:30][N:29]=1. (7) The reactants are [NH2:1][C:2]1([C:5]([NH:7][C@@H:8]2[CH2:14][CH2:13][C:12]3[CH:15]=[CH:16][CH:17]=[CH:18][C:11]=3[N:10]3[CH:19]=[CH:20][N:21]=[C:9]23)=[O:6])[CH2:4][CH2:3]1.[Cl:22][C:23]1[CH:31]=[CH:30][C:26]([C:27](O)=[O:28])=[CH:25][CH:24]=1.F[P-](F)(F)(F)(F)F.N1(OC(N(C)C)=[N+](C)C)C2N=CC=CC=2N=N1.C(N(C(C)C)CC)(C)C. The catalyst is CN(C)C=O.C(OCC)(=O)C. The product is [Cl:22][C:23]1[CH:31]=[CH:30][C:26]([C:27]([NH:1][C:2]2([C:5](=[O:6])[NH:7][C@@H:8]3[CH2:14][CH2:13][C:12]4[CH:15]=[CH:16][CH:17]=[CH:18][C:11]=4[N:10]4[CH:19]=[CH:20][N:21]=[C:9]34)[CH2:3][CH2:4]2)=[O:28])=[CH:25][CH:24]=1. The yield is 0.800.